This data is from NCI-60 drug combinations with 297,098 pairs across 59 cell lines. The task is: Regression. Given two drug SMILES strings and cell line genomic features, predict the synergy score measuring deviation from expected non-interaction effect. Drug 1: COC1=CC(=CC(=C1O)OC)C2C3C(COC3=O)C(C4=CC5=C(C=C24)OCO5)OC6C(C(C7C(O6)COC(O7)C8=CC=CS8)O)O. Drug 2: C1=CN(C=N1)CC(O)(P(=O)(O)O)P(=O)(O)O. Cell line: HT29. Synergy scores: CSS=-1.11, Synergy_ZIP=-8.42, Synergy_Bliss=-19.7, Synergy_Loewe=-55.5, Synergy_HSA=-20.7.